Task: Predict the reaction yield, written as a fraction of the theoretical maximum amount of product (1.0 means a 100% yield; for example, 0.34 means a 34% yield).. Dataset: Reaction yield outcomes from USPTO patents with 853,638 reactions (1) The reactants are [F:1][C:2]([F:20])([F:19])[C:3]1[CH:8]=[CH:7][C:6]([C:9]2[C:10]3[CH2:17][CH2:16][CH:15]([OH:18])[C:11]=3[CH:12]=[N:13][CH:14]=2)=[CH:5][CH:4]=1.[H-].[Na+].I[CH2:24][C:25]1([CH3:29])[CH2:28][O:27][CH2:26]1.OP([O-])(O)=O.[K+]. The catalyst is CN(C=O)C. The product is [CH3:24][C:25]1([CH2:29][O:18][CH:15]2[C:11]3[CH:12]=[N:13][CH:14]=[C:9]([C:6]4[CH:5]=[CH:4][C:3]([C:2]([F:1])([F:19])[F:20])=[CH:8][CH:7]=4)[C:10]=3[CH2:17][CH2:16]2)[CH2:28][O:27][CH2:26]1. The yield is 0.290. (2) The reactants are O1CCOCC1.Br[C:8]1[CH:9]=[C:10]2[C:15](=[CH:16][CH:17]=1)[N:14]=[CH:13][CH:12]=[CH:11]2.[CH2:18]([OH:21])[CH:19]=[CH2:20].CN(C1CCCCC1)C1CCCCC1. The catalyst is C1C=CC(/C=C/C(/C=C/C2C=CC=CC=2)=O)=CC=1.C1C=CC(/C=C/C(/C=C/C2C=CC=CC=2)=O)=CC=1.C1C=CC(/C=C/C(/C=C/C2C=CC=CC=2)=O)=CC=1.[Pd].[Pd].F[B-](F)(F)F.C([PH+](C(C)(C)C)C(C)(C)C)(C)(C)C.C(OC)(C)(C)C. The product is [N:14]1[C:15]2[C:10](=[CH:9][C:8]([CH2:20][CH2:19][CH:18]=[O:21])=[CH:17][CH:16]=2)[CH:11]=[CH:12][CH:13]=1. The yield is 0.527. (3) The reactants are [CH3:1][C@@H:2]1[CH2:7][N:6]([C:8]2[C:13]([CH2:14][OH:15])=[CH:12][C:11](I)=[C:10]([F:17])[N:9]=2)[CH2:5][C@H:4]([CH3:18])[O:3]1.[C:19]([C:21]1[CH:26]=[CH:25][CH:24]=[CH:23][N:22]=1)#[CH:20].CCN(CC)CC.C(OCC)(=O)C.ClCCl. The catalyst is C(#N)C.[Cu]I.Cl[Pd](Cl)([P](C1C=CC=CC=1)(C1C=CC=CC=1)C1C=CC=CC=1)[P](C1C=CC=CC=1)(C1C=CC=CC=1)C1C=CC=CC=1. The product is [CH3:1][C@@H:2]1[CH2:7][N:6]([C:8]2[C:13]([CH2:14][OH:15])=[CH:12][C:11]([C:20]#[C:19][C:21]3[CH:26]=[CH:25][CH:24]=[CH:23][N:22]=3)=[C:10]([F:17])[N:9]=2)[CH2:5][C@H:4]([CH3:18])[O:3]1. The yield is 0.530. (4) The reactants are Br[C:2]1[CH:3]=[C:4]([CH:13]=[C:14]([F:16])[CH:15]=1)[O:5][CH2:6][C:7]([NH:9][CH:10]1[CH2:12][CH2:11]1)=[O:8].[B:17]1([B:17]2[O:21][C:20]([CH3:23])([CH3:22])[C:19]([CH3:25])([CH3:24])[O:18]2)[O:21][C:20]([CH3:23])([CH3:22])[C:19]([CH3:25])([CH3:24])[O:18]1.C([O-])(=O)C.[K+]. The catalyst is O1CCOCC1.CCOC(C)=O.C1C=CC(P(C2C=CC=CC=2)[C-]2C=CC=C2)=CC=1.C1C=CC(P(C2C=CC=CC=2)[C-]2C=CC=C2)=CC=1.Cl[Pd]Cl.[Fe+2]. The product is [CH:10]1([NH:9][C:7](=[O:8])[CH2:6][O:5][C:4]2[CH:3]=[C:2]([B:17]3[O:21][C:20]([CH3:23])([CH3:22])[C:19]([CH3:25])([CH3:24])[O:18]3)[CH:15]=[C:14]([F:16])[CH:13]=2)[CH2:12][CH2:11]1. The yield is 0.640. (5) The reactants are [CH3:1][O:2][C:3]1[CH:4]=[CH:5][C:6]2[C:7]([CH3:18])([CH3:17])[C:8]3[C:13]([NH:14][C:15]=2[CH:16]=1)=[CH:12][CH:11]=[CH:10][CH:9]=3.Br[C:20]1[CH:25]=[CH:24][CH:23]=[CH:22][N:21]=1.CC(P(C(C)(C)C)C1C(C2C=CC=CC=2)=CC=CC=1)(C)C.C(O[Na])(C)(C)C.N#N. The catalyst is C1(C)C=CC=CC=1.C1C=CC(/C=C/C(/C=C/C2C=CC=CC=2)=O)=CC=1.C1C=CC(/C=C/C(/C=C/C2C=CC=CC=2)=O)=CC=1.C1C=CC(/C=C/C(/C=C/C2C=CC=CC=2)=O)=CC=1.[Pd].[Pd]. The product is [CH3:1][O:2][C:3]1[CH:4]=[CH:5][C:6]2[C:7]([CH3:18])([CH3:17])[C:8]3[C:13]([N:14]([C:20]4[CH:25]=[CH:24][CH:23]=[CH:22][N:21]=4)[C:15]=2[CH:16]=1)=[CH:12][CH:11]=[CH:10][CH:9]=3. The yield is 0.820. (6) The yield is 0.980. The reactants are Br[C:2]1[C:10]([O:11][CH3:12])=[C:9]([C:13]([CH3:16])([CH3:15])[CH3:14])[CH:8]=[C:7]2[C:3]=1[CH2:4][CH:5]([CH3:18])[C:6]2=[O:17].C([O-])([O-])=O.[Na+].[Na+].[C:25]1(B(O)O)[CH:30]=[CH:29][CH:28]=[CH:27][CH:26]=1.O. The catalyst is CC([O-])=O.CC([O-])=O.[Pd+2].C1C=CC(P(C2C=CC=CC=2)C2C=CC=CC=2)=CC=1.COCCOC. The product is [C:13]([C:9]1[CH:8]=[C:7]2[C:3]([CH2:4][CH:5]([CH3:18])[C:6]2=[O:17])=[C:2]([C:25]2[CH:30]=[CH:29][CH:28]=[CH:27][CH:26]=2)[C:10]=1[O:11][CH3:12])([CH3:16])([CH3:15])[CH3:14]. (7) The reactants are [N:1]1[CH:6]=[CH:5][CH:4]=[CH:3][C:2]=1[C:7]([OH:9])=O.[C:10]1([CH:16]([NH2:26])[C:17]2[NH:25][C:20]3=[CH:21][N:22]=[CH:23][CH:24]=[C:19]3[CH:18]=2)[CH:15]=[CH:14][CH:13]=[CH:12][CH:11]=1. No catalyst specified. The product is [C:10]1([CH:16]([C:17]2[NH:25][C:20]3=[CH:21][N:22]=[CH:23][CH:24]=[C:19]3[CH:18]=2)[NH:26][C:7]([C:2]2[CH:3]=[CH:4][CH:5]=[CH:6][N:1]=2)=[O:9])[CH:11]=[CH:12][CH:13]=[CH:14][CH:15]=1. The yield is 0.0600. (8) The reactants are [CH2:1]([O:8][C@H:9]1[CH2:13][N:12](C(OC(C)(C)C)=O)[C@@H:11]([C@@H:21]([OH:52])[C@@H:22]([NH:30][C:31](=[O:51])[C:32]2[CH:37]=[CH:36][CH:35]=[C:34]([C:38]([N:40]3[CH2:44][CH2:43][CH2:42][C@@H:41]3[C:45]3[S:46][CH:47]=[C:48]([CH3:50])[N:49]=3)=[O:39])[CH:33]=2)[CH2:23][C:24]2[CH:29]=[CH:28][CH:27]=[CH:26][CH:25]=2)[CH2:10]1)[C:2]1[CH:7]=[CH:6][CH:5]=[CH:4][CH:3]=1.Cl.O1CCOCC1. The catalyst is CO. The product is [CH2:1]([O:8][C@H:9]1[CH2:13][NH:12][C@@H:11]([C@@H:21]([OH:52])[C@@H:22]([NH:30][C:31](=[O:51])[C:32]2[CH:37]=[CH:36][CH:35]=[C:34]([C:38]([N:40]3[CH2:44][CH2:43][CH2:42][C@@H:41]3[C:45]3[S:46][CH:47]=[C:48]([CH3:50])[N:49]=3)=[O:39])[CH:33]=2)[CH2:23][C:24]2[CH:25]=[CH:26][CH:27]=[CH:28][CH:29]=2)[CH2:10]1)[C:2]1[CH:7]=[CH:6][CH:5]=[CH:4][CH:3]=1. The yield is 0.540. (9) The reactants are [C:1]([C:3]1[C:4](I)=[C:5]([C:14]([NH:16][CH3:17])=[O:15])[S:6][C:7]=1[N:8]1[CH2:13][CH2:12][O:11][CH2:10][CH2:9]1)#[N:2].[Cl:19][C:20]1[CH:25]=[CH:24][C:23](B(O)O)=[CH:22][CH:21]=1.C(=O)([O-])[O-].[Na+].[Na+]. The catalyst is COCCOC.O.C1C=CC([P]([Pd]([P](C2C=CC=CC=2)(C2C=CC=CC=2)C2C=CC=CC=2)([P](C2C=CC=CC=2)(C2C=CC=CC=2)C2C=CC=CC=2)[P](C2C=CC=CC=2)(C2C=CC=CC=2)C2C=CC=CC=2)(C2C=CC=CC=2)C2C=CC=CC=2)=CC=1. The product is [Cl:19][C:20]1[CH:25]=[CH:24][C:23]([C:4]2[C:3]([C:1]#[N:2])=[C:7]([N:8]3[CH2:13][CH2:12][O:11][CH2:10][CH2:9]3)[S:6][C:5]=2[C:14]([NH:16][CH3:17])=[O:15])=[CH:22][CH:21]=1. The yield is 0.570. (10) The reactants are [C:1](=[NH:21])([O:3][CH2:4][CH2:5][C:6]1[CH:11]=[CH:10][C:9]([O:12][C:13]2[CH:18]=[CH:17][C:16]([CH3:19])=[C:15]([Cl:20])[CH:14]=2)=[CH:8][CH:7]=1)[NH2:2].[CH:22]([CH:24]([CH2:29][C:30]1[CH:31]=[N:32][C:33]([O:36][CH3:37])=[N:34][CH:35]=1)[C:25](OC)=O)=[O:23].C([O-])([O-])=O.[K+].[K+]. The catalyst is CN1C(=O)CCC1. The product is [Cl:20][C:15]1[CH:14]=[C:13]([O:12][C:9]2[CH:8]=[CH:7][C:6]([CH2:5][CH2:4][O:3][C:1]3[NH:2][CH:25]=[C:24]([CH2:29][C:30]4[CH:31]=[N:32][C:33]([O:36][CH3:37])=[N:34][CH:35]=4)[C:22](=[O:23])[N:21]=3)=[CH:11][CH:10]=2)[CH:18]=[CH:17][C:16]=1[CH3:19]. The yield is 0.0233.